Dataset: Reaction yield outcomes from USPTO patents with 853,638 reactions. Task: Predict the reaction yield, written as a fraction of the theoretical maximum amount of product (1.0 means a 100% yield; for example, 0.34 means a 34% yield). (1) The reactants are C([O:4][CH2:5][C:6]1[N:7]=[C:8](/[CH:11]=[CH:12]/[C:13]2[CH:18]=[CH:17][C:16]([C:19]([F:22])([F:21])[F:20])=[CH:15][CH:14]=2)[O:9][CH:10]=1)(=O)C.[OH-].[Na+].O. The catalyst is CS(C)=O. The product is [OH:4][CH2:5][C:6]1[N:7]=[C:8](/[CH:11]=[CH:12]/[C:13]2[CH:18]=[CH:17][C:16]([C:19]([F:22])([F:21])[F:20])=[CH:15][CH:14]=2)[O:9][CH:10]=1. The yield is 0.950. (2) The reactants are [NH2:1][CH:2]1[CH2:7][CH2:6][N:5]([CH2:8][CH:9]2[N:19]3[C:20]4[N:11]([C:12](=[O:22])[CH:13]=[CH:14][C:15]=4[CH:16]=[CH:17][C:18]3=[O:21])[CH2:10]2)[CH2:4][CH2:3]1.[O:23]=[C:24]1[NH:29][C:28]2[CH:30]=[C:31]([CH:34]=O)[CH:32]=[CH:33][C:27]=2[S:26][CH2:25]1.[BH-](OC(C)=O)(OC(C)=O)OC(C)=O.[Na+].C(=O)(O)[O-].[Na+].[Cl:55]CCl.CO. No catalyst specified. The product is [ClH:55].[O:23]=[C:24]1[NH:29][C:28]2[CH:30]=[C:31]([CH2:34][NH:1][CH:2]3[CH2:3][CH2:4][N:5]([CH2:8][CH:9]4[N:19]5[C:20]6[N:11]([C:12](=[O:22])[CH:13]=[CH:14][C:15]=6[CH:16]=[CH:17][C:18]5=[O:21])[CH2:10]4)[CH2:6][CH2:7]3)[CH:32]=[CH:33][C:27]=2[S:26][CH2:25]1. The yield is 0.390. (3) The yield is 0.00100. No catalyst specified. The product is [C:45]([OH:46])([C:29]([F:32])([F:31])[F:30])=[O:36].[F:32][C:29]([F:31])([F:30])[C:25]1[CH:24]=[C:23]([NH:22][C:20]([N:16]2[C:17]3[C:13](=[CH:12][C:11]([O:10][C:4]4[C:5]5[CH2:9][N:8]([CH2:34][C:35]([OH:37])=[O:36])[CH2:7][C:6]=5[N:1]=[CH:2][N:3]=4)=[CH:19][CH:18]=3)[CH:14]=[CH:15]2)=[O:21])[CH:28]=[CH:27][CH:26]=1. The reactants are [N:1]1[C:6]2[CH2:7][NH:8][CH2:9][C:5]=2[C:4]([O:10][C:11]2[CH:12]=[C:13]3[C:17](=[CH:18][CH:19]=2)[N:16]([C:20]([NH:22][C:23]2[CH:28]=[CH:27][CH:26]=[C:25]([C:29]([F:32])([F:31])[F:30])[CH:24]=2)=[O:21])[CH:15]=[CH:14]3)=[N:3][CH:2]=1.Br[CH2:34][C:35]([O:37]C(C)(C)C)=[O:36].CN([CH:45]=[O:46])C. (4) The reactants are [H-].[H-].[H-].[H-].[Li+].[Al+3].[F:7][C:8]([F:27])([F:26])[O:9][C:10]1[CH:15]=[CH:14][C:13]([N:16]2[CH:20]=[CH:19][C:18]([C:21](OCC)=[O:22])=[N:17]2)=[CH:12][CH:11]=1. The catalyst is CCOCC. The product is [F:27][C:8]([F:7])([F:26])[O:9][C:10]1[CH:15]=[CH:14][C:13]([N:16]2[CH:20]=[CH:19][C:18]([CH2:21][OH:22])=[N:17]2)=[CH:12][CH:11]=1. The yield is 0.960. (5) The reactants are N([O-])=O.[Na+].N[C:6]1[CH:33]=[CH:32][C:9]([CH2:10][NH:11][C@@H:12]2[CH2:17][CH2:16][C@H:15]([NH:18][C:19]3[N:28]=[C:27]([N:29]([CH3:31])[CH3:30])[C:26]4[C:21](=[CH:22][CH:23]=[CH:24][CH:25]=4)[N:20]=3)[CH2:14][CH2:13]2)=[C:8]([O:34][C:35]([F:38])([F:37])[F:36])[CH:7]=1.C([O-])(O)=O.[Na+].[ClH:44]. The catalyst is CC(O)=O.CCOC(C)=O.Cl[Cu]. The product is [ClH:44].[ClH:44].[Cl:44][C:6]1[CH:33]=[CH:32][C:9]([CH2:10][NH:11][C@@H:12]2[CH2:17][CH2:16][C@H:15]([NH:18][C:19]3[N:28]=[C:27]([N:29]([CH3:31])[CH3:30])[C:26]4[C:21](=[CH:22][CH:23]=[CH:24][CH:25]=4)[N:20]=3)[CH2:14][CH2:13]2)=[C:8]([O:34][C:35]([F:38])([F:37])[F:36])[CH:7]=1. The yield is 0.290. (6) The reactants are [NH2:1][C:2]1[CH:12]=[CH:11][C:10](Br)=[C:4]2[C:5]([NH:7][C:8](=[O:9])[C:3]=12)=[O:6].[O:14]1[C:18]2[CH:19]=[CH:20][CH:21]=[CH:22][C:17]=2[CH:16]=[C:15]1B(O)O.C1(C)C=CC=CC=1P(C1C=CC=CC=1C)C1C=CC=CC=1C.C(N(CC)CC)C. The catalyst is C(#N)C.C([O-])(=O)C.[Pd+2].C([O-])(=O)C. The product is [NH2:1][C:2]1[CH:12]=[CH:11][C:10]([C:15]2[O:14][C:18]3[CH:19]=[CH:20][CH:21]=[CH:22][C:17]=3[CH:16]=2)=[C:4]2[C:5]([NH:7][C:8](=[O:9])[C:3]=12)=[O:6]. The yield is 0.330. (7) The reactants are [Li][CH2:2]CCC.[CH:6]([C:8]1[S:9][CH:10]=[C:11]([CH3:14])[C:12]=1[CH3:13])=O.CCOC(C)=O. The catalyst is [Br-].C[P+](C1C=CC=CC=1)(C1C=CC=CC=1)C1C=CC=CC=1.CCOCC.CCCCCC. The product is [CH:6]([C:8]1[S:9][CH:10]=[C:11]([CH3:14])[C:12]=1[CH3:13])=[CH2:2]. The yield is 0.370.